Dataset: Full USPTO retrosynthesis dataset with 1.9M reactions from patents (1976-2016). Task: Predict the reactants needed to synthesize the given product. (1) Given the product [OH:9][C@@H:6]1[CH2:7][CH2:8][NH:1][C@@H:2]1[C:3]([OH:5])=[O:4], predict the reactants needed to synthesize it. The reactants are: [NH:1]1[CH2:8][CH2:7][CH2:6][C@H:2]1[C:3]([OH:5])=[O:4].[O:9]=C1O[C@H]([C@H](CO)O)C(O)=C1O. (2) Given the product [CH3:19][O:18][CH2:17][O:16][C:11]1[CH:10]=[C:9]([OH:8])[CH:14]=[CH:13][C:12]=1[CH3:15], predict the reactants needed to synthesize it. The reactants are: C([O:8][C:9]1[CH:14]=[CH:13][C:12]([CH3:15])=[C:11]([O:16][CH2:17][O:18][CH3:19])[CH:10]=1)C1C=CC=CC=1. (3) The reactants are: Cl[C:2]1[CH:7]=[C:6]([O:8][CH2:9][C:10]#[C:11][CH3:12])[N:5]=[CH:4][N:3]=1.C(=O)([O-])[O-].[K+].[K+].[F:19][C:20]1[CH:25]=[C:24]([F:26])[CH:23]=[C:22]([F:27])[C:21]=1[OH:28].[Cl-].[NH4+]. Given the product [CH2:9]([O:8][C:6]1[CH:7]=[C:2]([O:28][C:21]2[C:20]([F:19])=[CH:25][C:24]([F:26])=[CH:23][C:22]=2[F:27])[N:3]=[CH:4][N:5]=1)[C:10]#[C:11][CH3:12], predict the reactants needed to synthesize it. (4) Given the product [Cl:1][C:2]1[CH:3]=[CH:4][C:5]([NH:8][C:9](=[O:14])[C:10]([CH3:11])([CH3:13])[CH3:12])=[C:6]([B:19]2[O:24][C:23]([CH3:26])([CH3:25])[CH2:22][CH:21]([CH3:27])[O:20]2)[CH:7]=1, predict the reactants needed to synthesize it. The reactants are: [Cl:1][C:2]1[CH:7]=[CH:6][C:5]([NH:8][C:9](=[O:14])[C:10]([CH3:13])([CH3:12])[CH3:11])=[CH:4][CH:3]=1.C(O[B:19]1[O:24][C:23]([CH3:26])([CH3:25])[CH2:22][CH:21]([CH3:27])[O:20]1)(C)C. (5) Given the product [CH3:13][C:11]1[N:12]=[C:8]([N:5]2[CH:6]=[CH:7][C:2]([O:1][CH2:23][C:24]3[O:25][C:26]([C:29]([F:32])([F:31])[F:30])=[CH:27][CH:28]=3)=[CH:3][C:4]2=[O:19])[S:9][C:10]=1[C:14]([O:16][CH2:17][CH3:18])=[O:15], predict the reactants needed to synthesize it. The reactants are: [OH:1][C:2]1[CH:7]=[CH:6][N:5]([C:8]2[S:9][C:10]([C:14]([O:16][CH2:17][CH3:18])=[O:15])=[C:11]([CH3:13])[N:12]=2)[C:4](=[O:19])[CH:3]=1.[H-].[Na+].Br[CH2:23][C:24]1[O:25][C:26]([C:29]([F:32])([F:31])[F:30])=[CH:27][CH:28]=1. (6) Given the product [CH3:1][C:2]1[CH:3]=[CH:4][C:5]2[O:9][C:8]([C:10]3[C:22]([OH:23])=[CH:21][C:20]4[C:19]5[C:14](=[CH:15][C:16]([C:25]6[O:26][C:27]7[CH:33]=[CH:32][C:31]([CH3:34])=[CH:30][C:28]=7[N:29]=6)=[CH:17][CH:18]=5)[C:13]([CH2:38][CH2:39][CH3:40])([CH2:35][CH2:36][CH3:37])[C:12]=4[CH:11]=3)=[N:7][C:6]=2[CH:41]=1, predict the reactants needed to synthesize it. The reactants are: [CH3:1][C:2]1[CH:3]=[CH:4][C:5]2[O:9][C:8]([C:10]3[C:22]([O:23]C)=[CH:21][C:20]4[C:19]5[C:14](=[CH:15][C:16]([C:25]6[O:26][C:27]7[CH:33]=[CH:32][C:31]([CH3:34])=[CH:30][C:28]=7[N:29]=6)=[CH:17][CH:18]=5)[C:13]([CH2:38][CH2:39][CH3:40])([CH2:35][CH2:36][CH3:37])[C:12]=4[CH:11]=3)=[N:7][C:6]=2[CH:41]=1.[I-].[Li+]. (7) The reactants are: [CH:1]1([OH:6])[CH2:5][CH2:4][CH2:3][CH2:2]1.[Na].[Br:8][C:9]1[CH:14]=[CH:13][CH:12]=[C:11](Br)[N:10]=1.[H-].[Na+]. Given the product [Br:8][C:9]1[CH:14]=[CH:13][CH:12]=[C:11]([O:6][CH:1]2[CH2:5][CH2:4][CH2:3][CH2:2]2)[N:10]=1, predict the reactants needed to synthesize it. (8) Given the product [Cl:9][C:4]1[CH:3]=[C:2]([B:13]2[O:14][C:15]([CH3:17])([CH3:16])[C:11]([CH3:27])([CH3:10])[O:12]2)[CH:8]=[CH:7][C:5]=1[NH2:6], predict the reactants needed to synthesize it. The reactants are: Br[C:2]1[CH:8]=[CH:7][C:5]([NH2:6])=[C:4]([Cl:9])[CH:3]=1.[CH3:10][C:11]1([CH3:27])[C:15]([CH3:17])([CH3:16])[O:14][B:13]([B:13]2[O:14][C:15]([CH3:17])([CH3:16])[C:11]([CH3:27])([CH3:10])[O:12]2)[O:12]1.CC([O-])=O.[K+]. (9) Given the product [F:1][C:2]1[CH:3]=[C:4]2[C:9](=[CH:10][CH:11]=1)[N:8]=[C:7]([CH2:12][CH2:18][OH:19])[CH:6]=[CH:5]2, predict the reactants needed to synthesize it. The reactants are: [F:1][C:2]1[CH:3]=[C:4]2[C:9](=[CH:10][CH:11]=1)[N:8]=[C:7]([CH3:12])[CH:6]=[CH:5]2.[OH-].[Na+].C=O.C[CH2:18][OH:19].